From a dataset of NCI-60 drug combinations with 297,098 pairs across 59 cell lines. Regression. Given two drug SMILES strings and cell line genomic features, predict the synergy score measuring deviation from expected non-interaction effect. Drug 1: C1C(C(OC1N2C=NC3=C(N=C(N=C32)Cl)N)CO)O. Drug 2: CNC(=O)C1=NC=CC(=C1)OC2=CC=C(C=C2)NC(=O)NC3=CC(=C(C=C3)Cl)C(F)(F)F. Cell line: CAKI-1. Synergy scores: CSS=31.9, Synergy_ZIP=-0.447, Synergy_Bliss=-2.73, Synergy_Loewe=-25.3, Synergy_HSA=-2.46.